Dataset: Catalyst prediction with 721,799 reactions and 888 catalyst types from USPTO. Task: Predict which catalyst facilitates the given reaction. (1) The catalyst class is: 116. Reactant: C([S:8][C:9]1(SCC2C=CC=CC=2)[CH2:14][CH2:13][C@H:12]2[C@H:15]3[C@H:25]([CH2:26][CH2:27][C@:10]12[CH3:11])[C@:23]1([CH3:24])[C@H:18]([CH2:19][C@H:20]([OH:28])[CH2:21][CH2:22]1)[CH2:17][CH2:16]3)C1C=CC=CC=1.N. Product: [OH:28][C@@H:20]1[CH2:21][CH2:22][C@@:23]2([CH3:24])[C@@H:18]([CH2:17][CH2:16][C@@H:15]3[C@@H:25]2[CH2:26][CH2:27][C@@:10]2([CH3:11])[C@H:12]3[CH2:13][CH2:14][C:9]2=[S:8])[CH2:19]1. (2) Reactant: [CH2:1]([N:8]1[CH2:13][CH2:12][C:11](=[O:14])[CH2:10][CH2:9]1)[C:2]1[CH:7]=[CH:6][CH:5]=[CH:4][CH:3]=1.[I:15][CH3:16]. Product: [I-:15].[CH2:1]([N+:8]1([CH3:16])[CH2:13][CH2:12][C:11](=[O:14])[CH2:10][CH2:9]1)[C:2]1[CH:3]=[CH:4][CH:5]=[CH:6][CH:7]=1. The catalyst class is: 21. (3) Reactant: [CH3:1][O:2][C:3](=[O:27])[C:4]1[C:9]([NH:10][CH:11]([CH2:14][CH3:15])[CH2:12][CH3:13])=[CH:8][C:7]([CH3:16])=[N:6][C:5]=1[O:17][C:18]1[CH:23]=[CH:22][C:21]([Cl:24])=[CH:20][C:19]=1[O:25]C.B(Br)(Br)Br. Product: [CH3:1][O:2][C:3](=[O:27])[C:4]1[C:9]([NH:10][CH:11]([CH2:12][CH3:13])[CH2:14][CH3:15])=[CH:8][C:7]([CH3:16])=[N:6][C:5]=1[O:17][C:18]1[CH:23]=[CH:22][C:21]([Cl:24])=[CH:20][C:19]=1[OH:25]. The catalyst class is: 2. (4) Reactant: O=[C:2]1[CH2:6][N:5]([C:7]([O:9][CH2:10][CH3:11])=[O:8])[CH2:4][CH:3]1[C:12]([O:14]CC)=O.C(=O)(O)O.[NH2:21][C:22]([NH2:24])=[NH:23]. Product: [NH2:24][C:22]1[N:21]=[C:12]([OH:14])[C:3]2[CH2:4][N:5]([C:7]([O:9][CH2:10][CH3:11])=[O:8])[CH2:6][C:2]=2[N:23]=1. The catalyst class is: 107. (5) Reactant: [S:1]1[C:5]2[NH:6][CH:7]=[C:8]([CH2:9][C:10]([NH2:12])=[O:11])[C:4]=2[CH:3]=[CH:2]1.[CH3:13][C:14]([O:17][C:18](O[C:18]([O:17][C:14]([CH3:16])([CH3:15])[CH3:13])=[O:19])=[O:19])([CH3:16])[CH3:15]. Product: [NH2:12][C:10](=[O:11])[CH2:9][C:8]1[C:4]2[CH:3]=[CH:2][S:1][C:5]=2[N:6]([C:18]([O:17][C:14]([CH3:16])([CH3:15])[CH3:13])=[O:19])[CH:7]=1. The catalyst class is: 630.